This data is from Full USPTO retrosynthesis dataset with 1.9M reactions from patents (1976-2016). The task is: Predict the reactants needed to synthesize the given product. (1) The reactants are: ClC(N(C)C)=C(C)C.[CH3:9][O:10][C:11]1[CH:19]=[CH:18][C:14]([C:15]([OH:17])=O)=[CH:13][CH:12]=1.[NH2:20][C:21]1[N:25](C(OC(C)(C)C)=O)[N:24]=[C:23]([CH2:33][CH2:34][C:35]2[CH:40]=[C:39]([O:41][CH3:42])[CH:38]=[C:37]([O:43][CH3:44])[CH:36]=2)[CH:22]=1.N1C=CC=CC=1.C(O)(C(F)(F)F)=O. Given the product [CH3:42][O:41][C:39]1[CH:40]=[C:35]([CH2:34][CH2:33][C:23]2[CH:22]=[C:21]([NH:20][C:15](=[O:17])[C:14]3[CH:13]=[CH:12][C:11]([O:10][CH3:9])=[CH:19][CH:18]=3)[NH:25][N:24]=2)[CH:36]=[C:37]([O:43][CH3:44])[CH:38]=1, predict the reactants needed to synthesize it. (2) Given the product [O:17]=[C:5]1[N:6]([C:10]([O:12][C:13]([CH3:16])([CH3:15])[CH3:14])=[O:11])[CH2:7][CH2:8][CH2:9][C:4]21[CH2:1][CH:20]=[CH:19][CH2:18]2, predict the reactants needed to synthesize it. The reactants are: [CH2:1]([C:4]1([CH2:18][CH:19]=[CH2:20])[CH2:9][CH2:8][CH2:7][N:6]([C:10]([O:12][C:13]([CH3:16])([CH3:15])[CH3:14])=[O:11])[C:5]1=[O:17])C=C. (3) Given the product [OH:28][C:25]1[CH:26]=[CH:27][C:22]([N:19]2[CH2:18][CH2:17][N:16]([C:13]3[CH:12]=[CH:11][C:10]([N:7]4[C:8](=[O:9])[N:4]([CH:1]([CH3:3])[CH3:2])[N:5]=[CH:6]4)=[CH:15][CH:14]=3)[CH2:21][CH2:20]2)=[CH:23][CH:24]=1, predict the reactants needed to synthesize it. The reactants are: [CH:1]([N:4]1[C:8](=[O:9])[N:7]([C:10]2[CH:15]=[CH:14][C:13]([N:16]3[CH2:21][CH2:20][N:19]([C:22]4[CH:27]=[CH:26][C:25]([O:28]C)=[CH:24][CH:23]=4)[CH2:18][CH2:17]3)=[CH:12][CH:11]=2)[CH:6]=[N:5]1)([CH3:3])[CH3:2]. (4) The reactants are: [C:1]([N:9]1[CH2:14][CH2:13][CH:12]([C:15]2[C:16]3[CH:26]=[CH:25][C:24]([F:27])=[CH:23][C:17]=3[S:18][C:19]=2C(O)=O)[CH2:11][CH2:10]1)(=[O:8])[C:2]1[CH:7]=[CH:6][CH:5]=[CH:4][CH:3]=1. Given the product [F:27][C:24]1[CH:25]=[CH:26][C:16]2[C:15]([CH:12]3[CH2:13][CH2:14][N:9]([C:1]([C:2]4[CH:3]=[CH:4][CH:5]=[CH:6][CH:7]=4)=[O:8])[CH2:10][CH2:11]3)=[CH:19][S:18][C:17]=2[CH:23]=1, predict the reactants needed to synthesize it. (5) Given the product [Cl:1][C:2]1[CH:7]=[C:6]([O:23][C:20]2[CH:21]=[CH:22][C:17]([Cl:16])=[CH:18][CH:19]=2)[CH:5]=[CH:4][C:3]=1[I:9], predict the reactants needed to synthesize it. The reactants are: [Cl:1][C:2]1[CH:7]=[C:6](F)[CH:5]=[CH:4][C:3]=1[I:9].C(=O)([O-])[O-].[Cs+].[Cs+].[Cl:16][C:17]1[CH:22]=[CH:21][C:20]([OH:23])=[CH:19][CH:18]=1.[Cl-].[NH4+]. (6) Given the product [CH2:20]([N:17]([CH2:18][CH3:19])[C:12]1[N:11]([NH:22][C:23](=[O:33])[CH2:24][C:25]2[CH:30]=[C:29]([F:31])[CH:28]=[C:27]([F:32])[CH:26]=2)[C:10](=[O:34])[C:9]2[C:14](=[CH:15][CH:16]=[C:7]([OH:6])[CH:8]=2)[N:13]=1)[CH3:21], predict the reactants needed to synthesize it. The reactants are: C([Si](C)(C)[O:6][C:7]1[CH:8]=[C:9]2[C:14](=[CH:15][CH:16]=1)[N:13]=[C:12]([N:17]([CH2:20][CH3:21])[CH2:18][CH3:19])[N:11]([NH:22][C:23](=[O:33])[CH2:24][C:25]1[CH:30]=[C:29]([F:31])[CH:28]=[C:27]([F:32])[CH:26]=1)[C:10]2=[O:34])(C)(C)C.[F-].C([N+](CCCC)(CCCC)CCCC)CCC. (7) Given the product [CH:1]([C:4]1[CH:9]=[CH:8][CH:7]=[CH:6][C:5]=1[O:10][CH3:13])([CH3:3])[CH3:2], predict the reactants needed to synthesize it. The reactants are: [CH:1]([C:4]1[CH:9]=[CH:8][CH:7]=[CH:6][C:5]=1[OH:10])([CH3:3])[CH3:2].CI.[C:13](=O)([O-])[O-].[K+].[K+].